Dataset: Forward reaction prediction with 1.9M reactions from USPTO patents (1976-2016). Task: Predict the product of the given reaction. Given the reactants [Cl:1][C:2]1[CH:7]=[CH:6][CH:5]=[CH:4][C:3]=1[C:8]1[CH:17]=[C:16]([O:18]C)[CH:15]=[C:14]2[C:9]=1[CH2:10][CH:11]([CH3:29])[C:12](=[O:28])[N:13]2[C:20]1[C:25]([Cl:26])=[CH:24][CH:23]=[CH:22][C:21]=1[Cl:27].ClC1C=CC=C(Cl)C=1N1C2C(=C(C3C=CC(F)=CC=3F)C=C(O)C=2)CCC1=O, predict the reaction product. The product is: [Cl:1][C:2]1[CH:7]=[CH:6][CH:5]=[CH:4][C:3]=1[C:8]1[CH:17]=[C:16]([OH:18])[CH:15]=[C:14]2[C:9]=1[CH2:10][CH:11]([CH3:29])[C:12](=[O:28])[N:13]2[C:20]1[C:21]([Cl:27])=[CH:22][CH:23]=[CH:24][C:25]=1[Cl:26].